The task is: Predict the reactants needed to synthesize the given product.. This data is from Full USPTO retrosynthesis dataset with 1.9M reactions from patents (1976-2016). (1) Given the product [CH3:39][O:38][C:12]1[CH:11]=[C:10]([CH:15]=[CH:14][C:13]=1[NH:16][C:17]1[N:22]=[C:21]([NH:23][C:24]2[CH:29]=[CH:28][CH:27]=[CH:26][C:25]=2[C:30](=[O:33])[NH:31][CH3:32])[C:20]([C:34]([F:36])([F:35])[F:37])=[CH:19][N:18]=1)[CH2:9][P:4](=[O:5])([OH:8])[O:3][CH2:1][CH3:2], predict the reactants needed to synthesize it. The reactants are: [CH2:1]([O:3][P:4]([CH2:9][C:10]1[CH:15]=[CH:14][C:13]([NH:16][C:17]2[N:22]=[C:21]([NH:23][C:24]3[CH:29]=[CH:28][CH:27]=[CH:26][C:25]=3[C:30](=[O:33])[NH:31][CH3:32])[C:20]([C:34]([F:37])([F:36])[F:35])=[CH:19][N:18]=2)=[C:12]([O:38][CH3:39])[CH:11]=1)(=[O:8])[O:5]CC)[CH3:2]. (2) Given the product [C:14]([NH2:18])(=[O:17])[CH:15]=[CH2:16].[C:1]([O:5][CH2:6][CH2:7][CH2:8][CH2:9][CH2:10][CH:11]([CH3:13])[CH3:12])(=[O:4])[CH:2]=[CH2:3].[C:19]([O:22][CH:23]=[CH2:24])(=[O:21])[CH3:20], predict the reactants needed to synthesize it. The reactants are: [C:1]([O:5][CH2:6][CH2:7][CH2:8][CH2:9][CH2:10][CH:11]([CH3:13])[CH3:12])(=[O:4])[CH:2]=[CH2:3].[C:14]([NH2:18])(=[O:17])[CH:15]=[CH2:16].[C:19]([O:22][CH:23]=[CH2:24])(=[O:21])[CH3:20].CC(N=NC(C#N)(C)C)(C#N)C. (3) Given the product [C:25]1([C:30]2[CH:35]=[CH:34][CH:33]=[CH:32][CH:31]=2)[CH:26]=[CH:27][CH:28]=[CH:29][C:24]=1[N:7]1[CH2:8][CH:9]([S:11]([C:14]2[CH:19]=[CH:18][CH:17]=[CH:16][C:15]=2[C:20]([F:22])([F:23])[F:21])(=[O:12])=[O:13])[CH2:10][CH:6]1[C:4]([OH:5])=[O:3], predict the reactants needed to synthesize it. The reactants are: C([O:3][C:4]([CH:6]1[CH2:10][CH:9]([S:11]([C:14]2[CH:19]=[CH:18][CH:17]=[CH:16][C:15]=2[C:20]([F:23])([F:22])[F:21])(=[O:13])=[O:12])[CH2:8][N:7]1[C:24]1[CH:29]=[CH:28][CH:27]=[CH:26][C:25]=1[C:30]1[CH:35]=[CH:34][CH:33]=[CH:32][CH:31]=1)=[O:5])C.[OH-].[Li+]. (4) Given the product [F:15][C:16]1[C:21]([F:22])=[CH:20][CH:19]=[CH:18][C:17]=1[CH2:23][O:24][C:2]1[CH:3]=[C:4]2[N:11]([CH3:12])[C:10]([CH3:14])([CH3:13])[CH2:9][N:5]2[C:6](=[O:8])[N:7]=1, predict the reactants needed to synthesize it. The reactants are: Cl[C:2]1[CH:3]=[C:4]2[N:11]([CH3:12])[C:10]([CH3:14])([CH3:13])[CH2:9][N:5]2[C:6](=[O:8])[N:7]=1.[F:15][C:16]1[C:21]([F:22])=[CH:20][CH:19]=[CH:18][C:17]=1[CH2:23][OH:24].